From a dataset of Full USPTO retrosynthesis dataset with 1.9M reactions from patents (1976-2016). Predict the reactants needed to synthesize the given product. (1) Given the product [OH:47][C:38]1[C:37]([C:48]([F:51])([F:50])[F:49])=[CH:36][CH:35]=[C:34]([CH2:33][O:32][C:29]2[CH:30]=[CH:31][C:26]([C:23]3[CH:22]=[CH:21][C:20]([C:17]4[NH:18][N:19]=[N:15][N:16]=4)=[CH:25][CH:24]=3)=[CH:27][CH:28]=2)[C:39]=1[C:40]([O:42][C:43]([CH3:46])([CH3:45])[CH3:44])=[O:41], predict the reactants needed to synthesize it. The reactants are: C(O)(=O)C.C1([SiH3])C=CC=CC=1.C([N:15]1[N:19]=[N:18][C:17]([C:20]2[CH:25]=[CH:24][C:23]([C:26]3[CH:31]=[CH:30][C:29]([O:32][CH2:33][C:34]4[C:39]([C:40]([O:42][C:43]([CH3:46])([CH3:45])[CH3:44])=[O:41])=[C:38]([OH:47])[C:37]([C:48]([F:51])([F:50])[F:49])=[CH:36][CH:35]=4)=[CH:28][CH:27]=3)=[CH:22][CH:21]=2)=[N:16]1)C=C. (2) Given the product [ClH:5].[N:27]1([CH2:7][CH2:8][C:9]2[N:10]=[N+:11]([O-:19])[C:12]3[CH:18]=[CH:17][CH:16]=[CH:15][C:13]=3[N:14]=2)[CH2:32][CH2:31][O:30][CH2:29][CH2:28]1, predict the reactants needed to synthesize it. The reactants are: CS([Cl:5])(=O)=O.O[CH2:7][CH2:8][C:9]1[N:10]=[N+:11]([O-:19])[C:12]2[CH:18]=[CH:17][CH:16]=[CH:15][C:13]=2[N:14]=1.CCN(CC)CC.[NH:27]1[CH2:32][CH2:31][O:30][CH2:29][CH2:28]1. (3) The reactants are: [F:1][C:2]([F:7])([F:6])[CH:3]1[O:5][CH2:4]1.[Cl:8][C:9]1[CH:14]=[CH:13][C:12]([CH:15]2[CH:19]([C:20]3[CH:25]=[CH:24][C:23]([Cl:26])=[CH:22][CH:21]=3)[N:18]([C:27]([N:29]3[CH2:34][CH2:33][NH:32][CH2:31][CH2:30]3)=[O:28])[C:17]([C:35]3[CH:40]=[CH:39][C:38]([C:41]([F:44])([F:43])[F:42])=[CH:37][C:36]=3[O:45][CH2:46][CH3:47])=[N:16]2)=[CH:11][CH:10]=1.C(N(CC)CC)C. Given the product [Cl:8][C:9]1[CH:10]=[CH:11][C:12]([CH:15]2[CH:19]([C:20]3[CH:25]=[CH:24][C:23]([Cl:26])=[CH:22][CH:21]=3)[N:18]([C:27]([N:29]3[CH2:34][CH2:33][N:32]([CH2:4][CH:3]([OH:5])[C:2]([F:7])([F:6])[F:1])[CH2:31][CH2:30]3)=[O:28])[C:17]([C:35]3[CH:40]=[CH:39][C:38]([C:41]([F:43])([F:42])[F:44])=[CH:37][C:36]=3[O:45][CH2:46][CH3:47])=[N:16]2)=[CH:13][CH:14]=1, predict the reactants needed to synthesize it.